From a dataset of Tyrosyl-DNA phosphodiesterase HTS with 341,365 compounds. Binary Classification. Given a drug SMILES string, predict its activity (active/inactive) in a high-throughput screening assay against a specified biological target. (1) The drug is o1c2c(N(Cc3occc3)Cc3occc3)ncnc2c2c1cccc2. The result is 0 (inactive). (2) The compound is Clc1cc(N(CN2C(=O)CCC2=O)C(=O)c2occc2)ccc1Cl. The result is 0 (inactive). (3) The compound is S(=O)(=O)(N1CCOCC1)c1cc(C(=O)N2CCC(CC2)C(OCC)=O)c(cc1)C. The result is 0 (inactive). (4) The compound is O=C(N1CCN(CC1)c1c(O)cccc1)C1CN(C(=O)C1)Cc1ccc(cc1)C. The result is 0 (inactive). (5) The molecule is S(=O)(=O)(N1CCCCCC1)c1ccc(cc1)C(OCC(=O)NCc1ccc(cc1)C)=O. The result is 0 (inactive).